Dataset: Full USPTO retrosynthesis dataset with 1.9M reactions from patents (1976-2016). Task: Predict the reactants needed to synthesize the given product. Given the product [CH3:14][S:11]([C:8]1[CH:9]=[CH:10][C:5]([C:3]2[N:23]=[C:21]([C:16]3[CH:17]=[CH:18][CH:19]=[CH:20][N:15]=3)[O:22][CH:2]=2)=[CH:6][CH:7]=1)(=[O:13])=[O:12], predict the reactants needed to synthesize it. The reactants are: Br[CH2:2][C:3]([C:5]1[CH:10]=[CH:9][C:8]([S:11]([CH3:14])(=[O:13])=[O:12])=[CH:7][CH:6]=1)=O.[N:15]1[CH:20]=[CH:19][CH:18]=[CH:17][C:16]=1[C:21]([NH2:23])=[O:22].